From a dataset of Full USPTO retrosynthesis dataset with 1.9M reactions from patents (1976-2016). Predict the reactants needed to synthesize the given product. (1) Given the product [Br:1][C:2]1[CH:3]=[C:4]2[C:9](=[CH:10][CH:11]=1)[N:8]([C:12](=[O:15])[CH2:13][N:19]([CH2:20][CH3:21])[CH3:18])[CH2:7][CH2:6][CH2:5]2, predict the reactants needed to synthesize it. The reactants are: [Br:1][C:2]1[CH:3]=[C:4]2[C:9](=[CH:10][CH:11]=1)[N:8]([C:12](=[O:15])[CH2:13]Cl)[CH2:7][CH2:6][CH2:5]2.[I-].[K+].[CH3:18][NH:19][CH2:20][CH3:21]. (2) Given the product [Cl:17][C:11]1[CH:12]=[C:13]([Cl:16])[CH:14]=[CH:15][C:10]=1[C:6]1[C:7]([CH2:8][NH2:9])=[C:2]([O:34][CH3:33])[C:3]2[N:4]([C:18]([N:21]3[CH2:26][CH2:25][O:24][CH2:23][CH2:22]3)=[CH:19][N:20]=2)[CH:5]=1, predict the reactants needed to synthesize it. The reactants are: Cl[C:2]1[C:3]2[N:4]([C:18]([N:21]3[CH2:26][CH2:25][O:24][CH2:23][CH2:22]3)=[CH:19][N:20]=2)[CH:5]=[C:6]([C:10]2[CH:15]=[CH:14][C:13]([Cl:16])=[CH:12][C:11]=2[Cl:17])[C:7]=1[C:8]#[N:9].C[O-].[Na+].B.C1C[O:34][CH2:33]C1.Cl. (3) Given the product [Br:6][C:7]1[CH:12]=[CH:11][C:10]([CH2:14][CH2:15][OH:16])=[CH:9][N:8]=1, predict the reactants needed to synthesize it. The reactants are: [Li]CCCC.[Br:6][C:7]1[CH:12]=[CH:11][C:10](Br)=[CH:9][N:8]=1.[CH2:14]1[O:16][CH2:15]1. (4) Given the product [CH2:1]=[CH2:2].[C:9]([O:12][CH2:13][CH3:14])(=[O:11])[CH:10]=[CH2:15].[C:25]1(=[O:26])[O:27][C:22](=[O:28])[CH:23]=[CH:24]1.[C:18]([O:20][CH2:15][CH3:16])(=[O:19])[CH:17]=[CH2:1], predict the reactants needed to synthesize it. The reactants are: [C:1](OC=C)(=O)[CH3:2].C=C.[C:9]([O:12][CH:13]=[CH2:14])(=[O:11])[CH3:10].[C:15]1(=O)[O:20][C:18](=[O:19])[CH:17]=[CH:16]1.[C:22]1(=[O:28])[O:27][C:25](=[O:26])[CH:24]=[CH:23]1. (5) Given the product [CH3:1][O:2][C:3](=[O:15])[C:4]1[C:5](=[C:10]([NH:14][CH2:21][C:17]2[O:16][CH:20]=[CH:19][CH:18]=2)[CH:11]=[CH:12][CH:13]=1)[C:6]([O:8][CH3:9])=[O:7], predict the reactants needed to synthesize it. The reactants are: [CH3:1][O:2][C:3](=[O:15])[C:4]1[C:5](=[C:10]([NH2:14])[CH:11]=[CH:12][CH:13]=1)[C:6]([O:8][CH3:9])=[O:7].[O:16]1[CH:20]=[CH:19][CH:18]=[C:17]1[CH:21]=O.C(O)(=O)C.C(O[BH-](OC(=O)C)OC(=O)C)(=O)C.[Na+]. (6) Given the product [CH2:1]([N:3]([CH2:4][CH3:5])[CH2:15][CH:13]([OH:14])[CH2:12][O:11][CH2:10][CH2:9][CH2:8][Si:7]([CH3:22])([CH3:6])[CH2:16][CH2:17][Si:18]([CH3:21])([CH3:20])[CH3:19])[CH3:2], predict the reactants needed to synthesize it. The reactants are: [CH2:1]([NH:3][CH2:4][CH3:5])[CH3:2].[CH3:6][Si:7]([CH3:22])([CH2:16][CH2:17][Si:18]([CH3:21])([CH3:20])[CH3:19])[CH2:8][CH2:9][CH2:10][O:11][CH2:12][CH:13]1[CH2:15][O:14]1. (7) The reactants are: [F:1][C:2]1[CH:3]=[C:4]2[C:9](=[CH:10][CH:11]=1)[N:8]=[C:7]([N:12]1[CH2:19][CH:18]3[CH:14]([CH2:15][NH:16][CH2:17]3)[CH2:13]1)[N:6]=[CH:5]2.[CH2:20]([O:22][C:23]1[N:31]=[CH:30][CH:29]=[CH:28][C:24]=1[C:25](O)=[O:26])[CH3:21]. Given the product [CH2:20]([O:22][C:23]1[C:24]([C:25]([N:16]2[CH2:15][CH:14]3[CH2:13][N:12]([C:7]4[N:6]=[CH:5][C:4]5[C:9](=[CH:10][CH:11]=[C:2]([F:1])[CH:3]=5)[N:8]=4)[CH2:19][CH:18]3[CH2:17]2)=[O:26])=[CH:28][CH:29]=[CH:30][N:31]=1)[CH3:21], predict the reactants needed to synthesize it.